This data is from Forward reaction prediction with 1.9M reactions from USPTO patents (1976-2016). The task is: Predict the product of the given reaction. (1) Given the reactants [C:1]1(B(O)O)[CH:6]=[CH:5][CH:4]=[CH:3][CH:2]=1.Br[C:11]1[CH:12]=[C:13]2[C:17](=[CH:18][CH:19]=1)[NH:16][CH:15]=[C:14]2[CH2:20][CH2:21][NH:22][C:23]([C:25]1[CH:29]=[C:28]([CH2:30][C:31]2[CH:36]=[C:35]([F:37])[CH:34]=[CH:33][C:32]=2[F:38])[O:27][N:26]=1)=[O:24].C(=O)([O-])[O-].[Na+].[Na+], predict the reaction product. The product is: [F:38][C:32]1[CH:33]=[CH:34][C:35]([F:37])=[CH:36][C:31]=1[CH2:30][C:28]1[O:27][N:26]=[C:25]([C:23]([NH:22][CH2:21][CH2:20][C:14]2[C:13]3[C:17](=[CH:18][CH:19]=[C:11]([C:1]4[CH:6]=[CH:5][CH:4]=[CH:3][CH:2]=4)[CH:12]=3)[NH:16][CH:15]=2)=[O:24])[CH:29]=1. (2) Given the reactants C(O)(C(F)(F)F)=O.[F:8][C:9]([F:38])([F:37])[C:10]1[CH:11]=[CH:12][CH:13]=[C:14]2[C:19]=1[N:18]=[CH:17][CH:16]=[C:15]2[N:20]1[CH2:36][CH2:35][C:23]2([CH2:27][N:26](C(OC(C)(C)C)=O)[CH2:25][CH2:24]2)[CH2:22][CH2:21]1, predict the reaction product. The product is: [CH2:27]1[C:23]2([CH2:35][CH2:36][N:20]([C:15]3[C:14]4[C:19](=[C:10]([C:9]([F:37])([F:38])[F:8])[CH:11]=[CH:12][CH:13]=4)[N:18]=[CH:17][CH:16]=3)[CH2:21][CH2:22]2)[CH2:24][CH2:25][NH:26]1. (3) Given the reactants [H-].[Na+].[C:3]([O:7][CH2:8][CH3:9])(=[O:6])[CH2:4][OH:5].C([O:12][C:13]([C:15]1[CH:20]=[CH:19][N:18]=[N:17][C:16]=1Cl)=O)C, predict the reaction product. The product is: [CH2:8]([O:7][C:3]([C:4]1[O:5][C:16]2[N:17]=[N:18][CH:19]=[CH:20][C:15]=2[C:13]=1[OH:12])=[O:6])[CH3:9]. (4) Given the reactants [NH2:1][C:2]1[CH:23]=[CH:22][C:5]([O:6][CH2:7][CH2:8][N:9]2[CH2:14][CH2:13][N:12]([C:15]([O:17][C:18]([CH3:21])([CH3:20])[CH3:19])=[O:16])[CH2:11][CH2:10]2)=[CH:4][C:3]=1[N+:24]([O-])=O, predict the reaction product. The product is: [NH2:24][C:3]1[CH:4]=[C:5]([CH:22]=[CH:23][C:2]=1[NH2:1])[O:6][CH2:7][CH2:8][N:9]1[CH2:14][CH2:13][N:12]([C:15]([O:17][C:18]([CH3:21])([CH3:20])[CH3:19])=[O:16])[CH2:11][CH2:10]1.